This data is from Forward reaction prediction with 1.9M reactions from USPTO patents (1976-2016). The task is: Predict the product of the given reaction. (1) Given the reactants Cl.[Cl:2][C:3]1[CH:8]=[CH:7][C:6]([C:9]2[S:10][C:11]([CH2:15][NH:16][C:17]([CH:19]3[CH2:24][CH2:23][CH2:22][NH:21][CH2:20]3)=[O:18])=[C:12]([CH3:14])[N:13]=2)=[CH:5][CH:4]=1.F[C:26]1[CH:35]=[CH:34][CH:33]=[CH:32][C:27]=1[C:28]([O:30][CH3:31])=[O:29].C(=O)([O-])[O-].[K+].[K+].O, predict the reaction product. The product is: [Cl:2][C:3]1[CH:8]=[CH:7][C:6]([C:9]2[S:10][C:11]([CH2:15][NH:16][C:17]([CH:19]3[CH2:24][CH2:23][CH2:22][N:21]([C:26]4[CH:35]=[CH:34][CH:33]=[CH:32][C:27]=4[C:28]([O:30][CH3:31])=[O:29])[CH2:20]3)=[O:18])=[C:12]([CH3:14])[N:13]=2)=[CH:5][CH:4]=1. (2) Given the reactants Cl[CH:2]([C:14]1[CH:19]=[CH:18][CH:17]=[CH:16][CH:15]=1)[C:3]([C:5]1[C:13]2[C:8](=[CH:9][CH:10]=[CH:11][CH:12]=2)[NH:7][CH:6]=1)=[O:4].[C:20]([O:24][CH2:25][CH2:26][O:27][C:28]1[CH:29]=[C:30]([CH:32]=[C:33]([O:35][CH3:36])[CH:34]=1)[NH2:31])([CH3:23])([CH3:22])[CH3:21].C(N(CC)CC)C, predict the reaction product. The product is: [C:20]([O:24][CH2:25][CH2:26][O:27][C:28]1[CH:29]=[C:30]([NH:31][CH:2]([C:14]2[CH:19]=[CH:18][CH:17]=[CH:16][CH:15]=2)[C:3]([C:5]2[C:13]3[C:8](=[CH:9][CH:10]=[CH:11][CH:12]=3)[NH:7][CH:6]=2)=[O:4])[CH:32]=[C:33]([O:35][CH3:36])[CH:34]=1)([CH3:23])([CH3:22])[CH3:21]. (3) Given the reactants [F:1][C:2]1[CH:3]=[C:4]2[C:9](=[CH:10][CH:11]=1)[N:8]=[CH:7][CH:6]=[C:5]2[N:12]1[CH2:17][CH2:16][C:15]([CH2:19][C:20]([O:22]C)=[O:21])([CH3:18])[CH2:14][CH2:13]1.[OH-].[Na+].Cl, predict the reaction product. The product is: [F:1][C:2]1[CH:3]=[C:4]2[C:9](=[CH:10][CH:11]=1)[N:8]=[CH:7][CH:6]=[C:5]2[N:12]1[CH2:17][CH2:16][C:15]([CH2:19][C:20]([OH:22])=[O:21])([CH3:18])[CH2:14][CH2:13]1.